From a dataset of Forward reaction prediction with 1.9M reactions from USPTO patents (1976-2016). Predict the product of the given reaction. (1) Given the reactants [N+]([O-])([O-])=O.[N:5]([O-])=O.[CH:8]1[C:13](O[C@@H]2O[C@H](CO)[C@@H](O)[C@H](O)[C@H]2O)=[C:12](O)[CH:11]=[C:10]2OC([CH:30]=[CH:31][C:9]=12)=O, predict the reaction product. The product is: [NH:5]1[C:10]2[C:9](=[CH:8][CH:13]=[CH:12][CH:11]=2)[CH:31]=[CH:30]1. (2) Given the reactants [H-].[Na+].[CH2:3]([O:7][C:8]1[CH:13]=[CH:12][C:11]([S:14]([NH:17][CH3:18])(=[O:16])=[O:15])=[CH:10][CH:9]=1)[C:4]#[C:5][CH3:6].[CH2:19]([O:21][C:22]([C:24]1[C:25](Cl)=[C:26]2[C:32]([CH3:33])=[N:31][O:30][C:27]2=[N:28][CH:29]=1)=[O:23])[CH3:20], predict the reaction product. The product is: [CH2:19]([O:21][C:22]([C:24]1[C:25]([N:17]([S:14]([C:11]2[CH:12]=[CH:13][C:8]([O:7][CH2:3][C:4]#[C:5][CH3:6])=[CH:9][CH:10]=2)(=[O:15])=[O:16])[CH3:18])=[C:26]2[C:32]([CH3:33])=[N:31][O:30][C:27]2=[N:28][CH:29]=1)=[O:23])[CH3:20].